From a dataset of Full USPTO retrosynthesis dataset with 1.9M reactions from patents (1976-2016). Predict the reactants needed to synthesize the given product. (1) Given the product [Br:1][C:2]1[CH:3]=[CH:4][C:5]2[N:6]([N:8]=[CH:9][C:10]=2[C:11]([NH:24][C:25]2[C:26]([CH3:35])=[N:27][CH:28]=[C:29]([CH:34]=2)[C:30]([O:32][CH3:33])=[O:31])=[O:13])[CH:7]=1, predict the reactants needed to synthesize it. The reactants are: [Br:1][C:2]1[CH:3]=[CH:4][C:5]2[N:6]([N:8]=[CH:9][C:10]=2[C:11]([OH:13])=O)[CH:7]=1.S(Cl)(Cl)=O.N1C=CC=CC=1.[NH2:24][C:25]1[C:26]([CH3:35])=[N:27][CH:28]=[C:29]([CH:34]=1)[C:30]([O:32][CH3:33])=[O:31]. (2) Given the product [CH3:18][C:2]1([CH3:1])[N:3]([C:4]([C:6]2[CH:7]=[CH:8][CH:9]=[CH:10][CH:11]=2)=[O:5])[CH2:12][CH:13]([C:14]([O:16][CH3:17])=[O:15])[C:19]1=[O:21], predict the reactants needed to synthesize it. The reactants are: [CH3:1][C:2]([C:19]([O:21]C)=O)([CH3:18])[N:3]([CH2:12][CH2:13][C:14]([O:16][CH3:17])=[O:15])[C:4]([C:6]1[CH:11]=[CH:10][CH:9]=[CH:8][CH:7]=1)=[O:5].CO.C[O-].[Na+]. (3) Given the product [CH3:1][N:2]1[CH2:7][CH2:6][N:5]([C:8]2[CH:9]=[CH:10][C:11]([N+:14]([O-:16])=[O:15])=[C:12]([CH2:18][S:19]([C:22]3[C:31]4[C:26](=[CH:27][CH:28]=[CH:29][CH:30]=4)[CH:25]=[CH:24][CH:23]=3)(=[O:20])=[O:21])[CH:13]=2)[CH2:4][CH2:3]1, predict the reactants needed to synthesize it. The reactants are: [CH3:1][N:2]1[CH2:7][CH2:6][N:5]([C:8]2[CH:13]=[CH:12][C:11]([N+:14]([O-:16])=[O:15])=[CH:10][CH:9]=2)[CH2:4][CH2:3]1.Cl[CH2:18][S:19]([C:22]1[C:31]2[C:26](=[CH:27][CH:28]=[CH:29][CH:30]=2)[CH:25]=[CH:24][CH:23]=1)(=[O:21])=[O:20].CC([O-])(C)C.[K+]. (4) Given the product [Cl:23][C:7]1[CH:8]=[C:9]2[C:4](=[CH:5][C:6]=1[F:24])[N:3]=[C:2]([N:27]([CH2:28][CH3:29])[CH2:25][CH3:26])[C:11]([C:12]1[N:13]=[N:14][NH:15][N:16]=1)=[C:10]2[C:17]1[CH:22]=[CH:21][CH:20]=[CH:19][CH:18]=1, predict the reactants needed to synthesize it. The reactants are: Cl[C:2]1[C:11]([C:12]2[NH:16][N:15]=[N:14][N:13]=2)=[C:10]([C:17]2[CH:22]=[CH:21][CH:20]=[CH:19][CH:18]=2)[C:9]2[C:4](=[CH:5][C:6]([F:24])=[C:7]([Cl:23])[CH:8]=2)[N:3]=1.[CH2:25]([NH:27][CH2:28][CH3:29])[CH3:26]. (5) Given the product [CH2:1]([O:3][C:4]1[CH:9]=[C:8]([O:10][C:11]2[CH:16]=[CH:15][C:14]([C:17]([F:18])([F:19])[F:20])=[CH:13][N:12]=2)[CH:7]=[CH:6][C:5]=1[CH2:21][CH2:22][CH2:23][OH:24])[CH3:2], predict the reactants needed to synthesize it. The reactants are: [CH2:1]([O:3][C:4]1[CH:9]=[C:8]([O:10][C:11]2[CH:16]=[CH:15][C:14]([C:17]([F:20])([F:19])[F:18])=[CH:13][N:12]=2)[CH:7]=[CH:6][C:5]=1[CH2:21][CH2:22][C:23](OC)=[O:24])[CH3:2].[H-].[Al+3].[Li+].[H-].[H-].[H-].O.O.O.O.O.O.O.O.O.O.S([O-])([O-])(=O)=O.[Na+].[Na+]. (6) Given the product [NH2:32][CH:5]([CH2:11][C:12]1[CH:13]=[CH:14][C:15]2[NH:16][C:17]3[C:22]([C:23]=2[CH:24]=1)=[CH:21][CH:20]=[CH:19][CH:18]=3)[C:4]([OH:36])=[O:3], predict the reactants needed to synthesize it. The reactants are: C([O:3][C:4](=[O:36])[C:5]([NH:32]C(=O)C)([CH2:11][C:12]1[CH:13]=[CH:14][C:15]2[N:16](C(OC(C)(C)C)=O)[C:17]3[C:22]([C:23]=2[CH:24]=1)=[CH:21][CH:20]=[CH:19][CH:18]=3)C(OCC)=O)C.Br. (7) Given the product [C:1]([O:5][C@@H:6]([C:12]1[C:36]([CH3:37])=[N:35][C:34]2=[CH:38][C:31]3=[N:32][N:33]2[C:13]=1[N:14]1[CH2:15][CH2:16][C:17]([CH3:41])([O:18][CH2:19][CH:20]=[CH:21][C:22]2[CH:23]=[CH:24][CH:25]=[CH:26][C:27]=2[CH2:28][CH:29]=[CH:30]3)[CH2:39][CH2:40]1)[C:7]([OH:9])=[O:8])([CH3:4])([CH3:2])[CH3:3], predict the reactants needed to synthesize it. The reactants are: [C:1]([O:5][C@@H:6]([C:12]1[C:36]([CH3:37])=[N:35][C:34]2=[CH:38][C:31]3=[N:32][N:33]2[C:13]=1[N:14]1[CH2:40][CH2:39][C:17]([CH3:41])([O:18][CH2:19][CH:20]=[CH:21][C:22]2[CH:23]=[CH:24][CH:25]=[CH:26][C:27]=2[CH2:28][CH:29]=[CH:30]3)[CH2:16][CH2:15]1)[C:7]([O:9]CC)=[O:8])([CH3:4])([CH3:3])[CH3:2].CO.[OH-].[Na+]. (8) Given the product [ClH:1].[Cl:1][C:2]1[CH:7]=[CH:6][N:5]=[C:4]([CH:8]([CH3:9])[CH3:10])[C:3]=1[CH2:11][S:12][C:13]1[N:18]=[C:17]([OH:19])[CH:16]=[C:15]([CH3:20])[N:14]=1, predict the reactants needed to synthesize it. The reactants are: [Cl:1][C:2]1[CH:7]=[CH:6][N:5]=[C:4]([CH:8]([CH3:10])[CH3:9])[C:3]=1[CH2:11][S:12][C:13]1[N:18]=[C:17]([OH:19])[CH:16]=[C:15]([CH3:20])[N:14]=1.Cl.O1CCOCC1. (9) Given the product [CH2:46]([C:24]1[N:25]([C:28]2[CH:45]=[CH:44][C:31]([O:32][CH:33]3[CH2:34][CH2:35][CH:36]([CH2:39][OH:40])[CH2:37][CH2:38]3)=[CH:30][CH:29]=2)[C:26](=[O:27])[C:21]([CH2:20][C:17]2[CH:16]=[CH:15][C:14]([C:9]3[C:8]([C:6]#[N:7])=[CH:13][CH:12]=[CH:11][CH:10]=3)=[CH:19][CH:18]=2)=[C:22]([CH2:48][CH2:49][CH3:50])[N:23]=1)[CH3:47], predict the reactants needed to synthesize it. The reactants are: [BH4-].[Na+].[Cl-].[Ca+2].[Cl-].[C:6]([C:8]1[CH:13]=[CH:12][CH:11]=[CH:10][C:9]=1[C:14]1[CH:19]=[CH:18][C:17]([CH2:20][C:21]2[C:26](=[O:27])[N:25]([C:28]3[CH:45]=[CH:44][C:31]([O:32][CH:33]4[CH2:38][CH2:37][CH:36]([C:39](OCC)=[O:40])[CH2:35][CH2:34]4)=[CH:30][CH:29]=3)[C:24]([CH2:46][CH3:47])=[N:23][C:22]=2[CH2:48][CH2:49][CH3:50])=[CH:16][CH:15]=1)#[N:7]. (10) Given the product [CH3:10][N:11]([CH3:12])[CH:2]1[CH2:5][CH:4]([C:6]([O:8][CH3:9])=[O:7])[CH2:3]1, predict the reactants needed to synthesize it. The reactants are: O=[C:2]1[CH2:5][CH:4]([C:6]([O:8][CH3:9])=[O:7])[CH2:3]1.[CH3:10][NH:11][CH3:12].C(O[BH-](OC(=O)C)OC(=O)C)(=O)C.[Na+].[OH-].[Na+].